From a dataset of Peptide-MHC class I binding affinity with 185,985 pairs from IEDB/IMGT. Regression. Given a peptide amino acid sequence and an MHC pseudo amino acid sequence, predict their binding affinity value. This is MHC class I binding data. (1) The peptide sequence is CIVIGIITLY. The MHC is HLA-A26:01 with pseudo-sequence HLA-A26:01. The binding affinity (normalized) is 0.795. (2) The peptide sequence is KQIVIINPM. The MHC is HLA-B39:01 with pseudo-sequence HLA-B39:01. The binding affinity (normalized) is 0.213. (3) The peptide sequence is AQIGVIGVF. The MHC is HLA-A69:01 with pseudo-sequence HLA-A69:01. The binding affinity (normalized) is 0.0847.